Dataset: Reaction yield outcomes from USPTO patents with 853,638 reactions. Task: Predict the reaction yield, written as a fraction of the theoretical maximum amount of product (1.0 means a 100% yield; for example, 0.34 means a 34% yield). (1) The reactants are [CH3:1][C:2]1[CH:7]=[C:6]([C:8]([OH:10])=O)[CH:5]=[CH:4][C:3]=1[C:11]1[CH:16]=[CH:15][CH:14]=[CH:13][C:12]=1[CH3:17].C(Cl)(=O)C(Cl)=O.[CH:24]1[CH:25]=[CH:26][N:27]2[CH2:33][C:32]3[CH:34]=[CH:35][CH:36]=[CH:37][C:31]=3[NH:30][CH2:29][C:28]=12.C(N(CC)C(C)C)(C)C. The catalyst is ClCCl.CN(C)C=O. The product is [CH:24]1[CH:25]=[CH:26][N:27]2[CH2:33][C:32]3[CH:34]=[CH:35][CH:36]=[CH:37][C:31]=3[N:30]([C:8]([C:6]3[CH:5]=[CH:4][C:3]([C:11]4[CH:16]=[CH:15][CH:14]=[CH:13][C:12]=4[CH3:17])=[C:2]([CH3:1])[CH:7]=3)=[O:10])[CH2:29][C:28]=12. The yield is 0.320. (2) The reactants are [F:1][C:2]1[CH:10]=[CH:9][C:5]([C:6]([OH:8])=[O:7])=[CH:4][C:3]=1[N+:11]([O-:13])=[O:12].[C:14](=O)([O-])[O-].[K+].[K+].CI. The catalyst is CN(C=O)C. The product is [CH3:14][O:7][C:6](=[O:8])[C:5]1[CH:9]=[CH:10][C:2]([F:1])=[C:3]([N+:11]([O-:13])=[O:12])[CH:4]=1. The yield is 0.990. (3) The reactants are [CH3:1][C:2]1[O:3][CH:4]=[CH:5][CH:6]=1.[C:7]([O-:10])([O-])=O.[Na+].[Na+].[CH3:13][OH:14].BrBr. The catalyst is C(Cl)Cl. The product is [CH3:13][O:14][C:2]1([CH3:1])[CH:6]=[CH:5][CH:4]([O:10][CH3:7])[O:3]1. The yield is 0.790. (4) The reactants are [CH2:1]1[C:9]2[C:4](=[CH:5][C:6]([NH2:10])=[CH:7][CH:8]=2)[CH2:3][CH2:2]1.[C:11]([CH:14]([CH2:19][C:20]([O:22][CH3:23])=[O:21])[C:15]([O:17][CH3:18])=[O:16])(=O)[CH3:12]. No catalyst specified. The product is [CH2:1]1[C:9]2[C:4](=[CH:5][C:6]([NH:10][C:11](=[C:14]([CH2:19][C:20]([O:22][CH3:23])=[O:21])[C:15]([O:17][CH3:18])=[O:16])[CH3:12])=[CH:7][CH:8]=2)[CH2:3][CH2:2]1. The yield is 0.480. (5) The reactants are [Br:1][C:2]1[CH:7]=[CH:6][C:5]([C@@H:8]([NH:10][CH2:11][CH2:12][C:13](=[O:17])[CH:14]([CH3:16])[CH3:15])[CH3:9])=[CH:4][CH:3]=1.[CH2:18]([Mg]Br)[CH:19]=[CH2:20]. The catalyst is C1COCC1. The product is [Br:1][C:2]1[CH:3]=[CH:4][C:5]([C@@H:8]([NH:10][CH2:11][CH2:12][C:13]([CH:14]([CH3:16])[CH3:15])([OH:17])[CH2:20][CH:19]=[CH2:18])[CH3:9])=[CH:6][CH:7]=1. The yield is 0.950. (6) The reactants are CN(C)C(=O)C.P([O-])([O-])([O-])=O.[K+].[K+].[K+].[CH3:15][O:16][C:17]([CH:19]1[CH2:24][CH2:23][CH:22]([C:25]2[CH:30]=[CH:29][C:28](Br)=[CH:27][CH:26]=2)[CH2:21][CH2:20]1)=[O:18].[CH2:32]([CH:37]1[CH2:42][CH2:41][CH:40]([CH:43]=[CH2:44])[CH2:39][CH2:38]1)[CH2:33][CH2:34][CH2:35][CH3:36]. The catalyst is C([O-])(=O)C.[Pd+2].C([O-])(=O)C.O. The product is [CH3:15][O:16][C:17]([CH:19]1[CH2:24][CH2:23][CH:22]([C:25]2[CH:30]=[CH:29][C:28]([CH:44]=[CH:43][CH:40]3[CH2:41][CH2:42][CH:37]([CH2:32][CH2:33][CH2:34][CH2:35][CH3:36])[CH2:38][CH2:39]3)=[CH:27][CH:26]=2)[CH2:21][CH2:20]1)=[O:18]. The yield is 0.620. (7) The reactants are [C:1]([SH:9])(=[S:8])[C:2]1[CH:7]=[CH:6][CH:5]=[CH:4][CH:3]=1.[CH3:10][C:11]([C:13]1[CH:18]=[CH:17][CH:16]=[CH:15][CH:14]=1)=[CH2:12]. The catalyst is C(Cl)(Cl)(Cl)Cl. The product is [C:1]([S:9][C:11]([C:13]1[CH:18]=[CH:17][CH:16]=[CH:15][CH:14]=1)([CH3:12])[CH3:10])(=[S:8])[C:2]1[CH:7]=[CH:6][CH:5]=[CH:4][CH:3]=1. The yield is 0.326.